Dataset: Forward reaction prediction with 1.9M reactions from USPTO patents (1976-2016). Task: Predict the product of the given reaction. (1) The product is: [CH3:20][O:21][C:22](=[O:31])[CH2:23][C:24]1[CH:29]=[CH:28][C:27]([O:30][C:2]2[S:1][C:5]3[CH:6]=[CH:7][CH:8]=[CH:9][C:4]=3[N:3]=2)=[CH:26][CH:25]=1. Given the reactants [S:1]1[C:5]2[CH:6]=[CH:7][CH:8]=[CH:9][C:4]=2[N:3]=[C:2]1OC1C=CC(CC=O)=CC=1.[CH3:20][O:21][C:22](=[O:31])[CH2:23][C:24]1[CH:29]=[CH:28][C:27]([OH:30])=[CH:26][CH:25]=1.ClC1SC2C=CC=CC=2N=1, predict the reaction product. (2) Given the reactants [F:1][C:2]([F:13])([F:12])[C:3]1[CH:8]=[CH:7][C:6]([N:9]=[C:10]=[O:11])=[CH:5][CH:4]=1.[N+:14]([C:17]1[CH:22]=[CH:21][C:20]([N:23]2[CH2:28][CH2:27][CH2:26][CH:25]([NH:29][C@@H:30]3[CH2:35][CH2:34][CH2:33][CH2:32][C@H:31]3[NH2:36])[CH2:24]2)=[CH:19][CH:18]=1)([O-:16])=[O:15], predict the reaction product. The product is: [N+:14]([C:17]1[CH:18]=[CH:19][C:20]([N:23]2[CH2:28][CH2:27][CH2:26][C@H:25]([NH:29][C@@H:30]3[CH2:35][CH2:34][CH2:33][CH2:32][C@H:31]3[NH:36][C:10]([NH:9][C:6]3[CH:5]=[CH:4][C:3]([C:2]([F:12])([F:13])[F:1])=[CH:8][CH:7]=3)=[O:11])[CH2:24]2)=[CH:21][CH:22]=1)([O-:16])=[O:15]. (3) Given the reactants [O:1]1[C:5]2[CH:6]=[CH:7][CH:8]=[CH:9][C:4]=2[CH:3]=[C:2]1[C:10]1[N:14]2[N:15]=[C:16](Cl)[CH:17]=[CH:18][C:13]2=[N:12][CH:11]=1.C(O)(=O)C(O)=O.[NH2:26][CH2:27][CH:28]([OH:36])[CH2:29][N:30]1[CH2:35][CH2:34][O:33][CH2:32][CH2:31]1.C(=O)([O-])O.[Na+], predict the reaction product. The product is: [O:1]1[C:5]2[CH:6]=[CH:7][CH:8]=[CH:9][C:4]=2[CH:3]=[C:2]1[C:10]1[N:14]2[N:15]=[C:16]([NH:26][CH2:27][CH:28]([OH:36])[CH2:29][N:30]3[CH2:31][CH2:32][O:33][CH2:34][CH2:35]3)[CH:17]=[CH:18][C:13]2=[N:12][CH:11]=1. (4) Given the reactants [CH2:1]([C:4]1[CH:8]=[C:7]([C:9]([OH:11])=O)[O:6][N:5]=1)[CH2:2][CH3:3].CN(C(ON1N=NC2C=CC=NC1=2)=[N+](C)C)C.F[P-](F)(F)(F)(F)F.[NH2:36][C@H:37]([CH2:46][C:47]1[CH:52]=[CH:51][C:50]([C:53]2[CH:58]=[C:57]([Cl:59])[CH:56]=[CH:55][C:54]=2[F:60])=[CH:49][CH:48]=1)[CH2:38][C@:39]([CH2:44][OH:45])([CH3:43])[C:40]([OH:42])=[O:41].CCN(C(C)C)C(C)C, predict the reaction product. The product is: [Cl:59][C:57]1[CH:56]=[CH:55][C:54]([F:60])=[C:53]([C:50]2[CH:49]=[CH:48][C:47]([CH2:46][C@@H:37]([NH:36][C:9]([C:7]3[O:6][N:5]=[C:4]([CH2:1][CH2:2][CH3:3])[CH:8]=3)=[O:11])[CH2:38][C@:39]([CH2:44][OH:45])([CH3:43])[C:40]([OH:42])=[O:41])=[CH:52][CH:51]=2)[CH:58]=1. (5) Given the reactants [CH3:1][O:2][C:3]1[N:8]=[C:7]2[C:9]([C:13]3[N:24](S(C4C=CC(C)=CC=4)(=O)=O)[C:16]4[N:17]=[CH:18][CH:19]=[C:20]([CH:21]=[N:22][OH:23])[C:15]=4[CH:14]=3)=[CH:10][N:11]([CH3:12])[C:6]2=[CH:5][C:4]=1[O:35][CH3:36].[OH-].[K+], predict the reaction product. The product is: [CH3:1][O:2][C:3]1[N:8]=[C:7]2[C:9]([C:13]3[NH:24][C:16]4[N:17]=[CH:18][CH:19]=[C:20]([CH:21]=[N:22][OH:23])[C:15]=4[CH:14]=3)=[CH:10][N:11]([CH3:12])[C:6]2=[CH:5][C:4]=1[O:35][CH3:36]. (6) The product is: [C:1]1([CH2:7][CH2:8][N:9]([CH2:21][C:22]2[CH:23]=[CH:24][C:25]([CH2:26][OH:27])=[CH:30][CH:31]=2)[C:10]2[S:11][CH:12]=[C:13]([C:15]3[CH:20]=[CH:19][CH:18]=[CH:17][CH:16]=3)[N:14]=2)[CH:6]=[CH:5][CH:4]=[CH:3][CH:2]=1. Given the reactants [C:1]1([CH2:7][CH2:8][N:9]([CH2:21][C:22]2[CH:31]=[CH:30][C:25]([C:26](OC)=[O:27])=[CH:24][CH:23]=2)[C:10]2[S:11][CH:12]=[C:13]([C:15]3[CH:20]=[CH:19][CH:18]=[CH:17][CH:16]=3)[N:14]=2)[CH:6]=[CH:5][CH:4]=[CH:3][CH:2]=1.C1(C)C=CC=CC=1.[H-].C([Al+]CC(C)C)C(C)C.O.O.O.O.O.O.O.O.O.O.[O-]S([O-])(=O)=O.[Na+].[Na+], predict the reaction product. (7) Given the reactants C(OC([N:8]1[CH2:13][CH2:12][C:11]([C:23]#[N:24])([CH:14]([C:16]2[CH:21]=[CH:20][C:19]([F:22])=[CH:18][CH:17]=2)[OH:15])[CH2:10][CH2:9]1)=O)(C)(C)C.FC(F)(F)C(O)=O, predict the reaction product. The product is: [F:22][C:19]1[CH:18]=[CH:17][C:16]([CH:14]([OH:15])[C:11]2([C:23]#[N:24])[CH2:10][CH2:9][NH:8][CH2:13][CH2:12]2)=[CH:21][CH:20]=1.